From a dataset of NCI-60 drug combinations with 297,098 pairs across 59 cell lines. Regression. Given two drug SMILES strings and cell line genomic features, predict the synergy score measuring deviation from expected non-interaction effect. (1) Synergy scores: CSS=14.5, Synergy_ZIP=-6.39, Synergy_Bliss=-0.504, Synergy_Loewe=-4.85, Synergy_HSA=-0.754. Cell line: OVCAR-5. Drug 1: CCCCC(=O)OCC(=O)C1(CC(C2=C(C1)C(=C3C(=C2O)C(=O)C4=C(C3=O)C=CC=C4OC)O)OC5CC(C(C(O5)C)O)NC(=O)C(F)(F)F)O. Drug 2: CC(C)NC(=O)C1=CC=C(C=C1)CNNC.Cl. (2) Drug 1: CS(=O)(=O)C1=CC(=C(C=C1)C(=O)NC2=CC(=C(C=C2)Cl)C3=CC=CC=N3)Cl. Drug 2: C1=CC(=CC=C1CCC2=CNC3=C2C(=O)NC(=N3)N)C(=O)NC(CCC(=O)O)C(=O)O. Cell line: SNB-75. Synergy scores: CSS=16.2, Synergy_ZIP=5.42, Synergy_Bliss=-1.01, Synergy_Loewe=-13.0, Synergy_HSA=-2.66. (3) Drug 1: CC(CN1CC(=O)NC(=O)C1)N2CC(=O)NC(=O)C2. Drug 2: C1=NC2=C(N=C(N=C2N1C3C(C(C(O3)CO)O)F)Cl)N. Cell line: MOLT-4. Synergy scores: CSS=68.9, Synergy_ZIP=-2.21, Synergy_Bliss=-3.76, Synergy_Loewe=-6.72, Synergy_HSA=-2.83. (4) Drug 1: CC(C1=C(C=CC(=C1Cl)F)Cl)OC2=C(N=CC(=C2)C3=CN(N=C3)C4CCNCC4)N. Drug 2: CCN(CC)CCNC(=O)C1=C(NC(=C1C)C=C2C3=C(C=CC(=C3)F)NC2=O)C. Cell line: U251. Synergy scores: CSS=8.17, Synergy_ZIP=0.848, Synergy_Bliss=0.955, Synergy_Loewe=0.516, Synergy_HSA=0.766. (5) Drug 1: CCCS(=O)(=O)NC1=C(C(=C(C=C1)F)C(=O)C2=CNC3=C2C=C(C=N3)C4=CC=C(C=C4)Cl)F. Drug 2: CS(=O)(=O)C1=CC(=C(C=C1)C(=O)NC2=CC(=C(C=C2)Cl)C3=CC=CC=N3)Cl. Cell line: HCT-15. Synergy scores: CSS=2.79, Synergy_ZIP=-0.894, Synergy_Bliss=-1.51, Synergy_Loewe=-4.99, Synergy_HSA=-4.10. (6) Drug 1: CN(C)C1=NC(=NC(=N1)N(C)C)N(C)C. Drug 2: CCC1(C2=C(COC1=O)C(=O)N3CC4=CC5=C(C=CC(=C5CN(C)C)O)N=C4C3=C2)O.Cl. Cell line: SK-MEL-5. Synergy scores: CSS=17.0, Synergy_ZIP=-3.77, Synergy_Bliss=-1.74, Synergy_Loewe=-19.3, Synergy_HSA=-6.92. (7) Drug 1: CC1=C2C(C(=O)C3(C(CC4C(C3C(C(C2(C)C)(CC1OC(=O)C(C(C5=CC=CC=C5)NC(=O)C6=CC=CC=C6)O)O)OC(=O)C7=CC=CC=C7)(CO4)OC(=O)C)O)C)OC(=O)C. Drug 2: C1=NNC2=C1C(=O)NC=N2. Cell line: HOP-62. Synergy scores: CSS=10.9, Synergy_ZIP=-5.92, Synergy_Bliss=-6.43, Synergy_Loewe=-11.3, Synergy_HSA=-7.60.